Dataset: Forward reaction prediction with 1.9M reactions from USPTO patents (1976-2016). Task: Predict the product of the given reaction. (1) Given the reactants C(N)C1C=CC=CC=1.C(=O)(OCC=CC1C=CC=CC=1)OC.CC1C=CC(C2C(=O)C3C(CC(O)C(O)C3)OC=2)=CC=1.CC1(C)C(C=[CH:54][C:55]2CCC/[C:57](=[CH:58]/[CH:59]=C3/C(C)(C)C4C(N/3CCCCS(O)(=O)=O)=CC=CC=4)/[C:56]=2[O:82][C:83]2[CH:88]=[CH:87][C:86]([O:89][CH2:90]CCCNCC3OC(O)C(N)C(O)C3O)=[CH:85][CH:84]=2)=[N+](CCCCS([O-])(=O)=O)C2C1=CC=CC=2, predict the reaction product. The product is: [CH3:90][O:89][C:86]1[CH:87]=[CH:88][C:83]([O:82][CH:56]([CH2:57][CH2:58][CH3:59])[CH:55]=[CH2:54])=[CH:84][CH:85]=1. (2) Given the reactants ClCCl.[CH:4]([O:7][C:8](=[O:23])[NH:9][C@@H:10]1[CH2:22][C:13]2[NH:14][C:15]3[CH:16]=[CH:17][C:18](Br)=[CH:19][C:20]=3[C:12]=2[CH2:11]1)([CH3:6])[CH3:5].C[C:25]([N:27](C)C)=O, predict the reaction product. The product is: [CH:4]([O:7][C:8](=[O:23])[NH:9][C@@H:10]1[CH2:22][C:13]2[NH:14][C:15]3[CH:16]=[CH:17][C:18]([C:25]#[N:27])=[CH:19][C:20]=3[C:12]=2[CH2:11]1)([CH3:6])[CH3:5]. (3) The product is: [C:49]([Si:39]1([C:35]([CH3:38])([CH3:37])[CH3:36])[O:44][C@H:43]2[C@H:45]([O:48][C:19]3[N:18]([CH2:25][O:26][CH2:27][CH2:28][Si:29]([CH3:32])([CH3:31])[CH3:30])[C:17]4[CH:33]=[C:13]([Cl:12])[C:14]([I:34])=[CH:15][C:16]=4[N:20]=3)[CH2:46][O:47][C@@H:42]2[CH2:41][O:40]1)([CH3:52])([CH3:51])[CH3:50]. Given the reactants C1CCN2C(=NCCC2)CC1.[Cl:12][C:13]1[C:14]([I:34])=[CH:15][C:16]2[N:20]=[C:19](S(C)(=O)=O)[N:18]([CH2:25][O:26][CH2:27][CH2:28][Si:29]([CH3:32])([CH3:31])[CH3:30])[C:17]=2[CH:33]=1.[C:35]([Si:39]1([C:49]([CH3:52])([CH3:51])[CH3:50])[O:44][C@H:43]2[C@H:45]([OH:48])[CH2:46][O:47][C@@H:42]2[CH2:41][O:40]1)([CH3:38])([CH3:37])[CH3:36], predict the reaction product.